From a dataset of Retrosynthesis with 50K atom-mapped reactions and 10 reaction types from USPTO. Predict the reactants needed to synthesize the given product. (1) Given the product Cc1c(C(=O)NN2CCCCC2)nc(-c2ccc(Cl)cc2Cl)n1-c1ccc(OS(=O)(=O)CCCC(F)(F)F)cc1, predict the reactants needed to synthesize it. The reactants are: Cc1c(C(=O)NN2CCCCC2)nc(-c2ccc(Cl)cc2Cl)n1-c1ccc(O)cc1.O=S(=O)(Cl)CCCC(F)(F)F. (2) Given the product COc1ccc(CNc2cccc(CCCCC(O)C=Cc3cnc4ccccc4n3)n2)cc1, predict the reactants needed to synthesize it. The reactants are: COc1ccc(CNc2cccc(CCCCC(=O)C=Cc3cnc4ccccc4n3)n2)cc1. (3) The reactants are: CCOC(=O)c1c(N)c2cccnc2n(CC)c1=O. Given the product CCn1c(=O)c(C(=O)O)c(N)c2cccnc21, predict the reactants needed to synthesize it. (4) Given the product Cc1cc(Cc2ccccc2)cc(Br)c1O, predict the reactants needed to synthesize it. The reactants are: Cc1cccc(Br)c1O.ClCc1ccccc1. (5) Given the product COC(=O)C(NC(=O)c1ccccn1)C(=O)OC, predict the reactants needed to synthesize it. The reactants are: COC(=O)C(N)C(=O)OC.O=C(Cl)c1ccccn1. (6) Given the product CN(CC(=O)N1CCOCC1)S(=O)(=O)c1ccc(-c2ncnc3ccc(-c4cn(C(c5ccccc5)(c5ccccc5)c5ccccc5)nc4-c4ccc(F)cc4)cc23)s1, predict the reactants needed to synthesize it. The reactants are: CNS(=O)(=O)c1ccc(-c2ncnc3ccc(-c4cn(C(c5ccccc5)(c5ccccc5)c5ccccc5)nc4-c4ccc(F)cc4)cc23)s1.O=C(CCl)N1CCOCC1. (7) Given the product O=C(O)c1cc2oc3ccccc3c2cc1O, predict the reactants needed to synthesize it. The reactants are: COc1cc2c(cc1C(=O)O)oc1ccccc12. (8) Given the product CC1CCN([C@@H]2CCCN(c3ccc(C#Cc4ccc(-c5ccc(Cl)cc5)cn4)cc3)C2)CC1, predict the reactants needed to synthesize it. The reactants are: C#Cc1ccc(-c2ccc(Cl)cc2)cn1.CC1CCN([C@@H]2CCCN(c3ccc(I)cc3)C2)CC1.